Regression. Given two drug SMILES strings and cell line genomic features, predict the synergy score measuring deviation from expected non-interaction effect. From a dataset of NCI-60 drug combinations with 297,098 pairs across 59 cell lines. (1) Drug 2: C1=CC(=CC=C1CCCC(=O)O)N(CCCl)CCCl. Drug 1: C1CC(=O)NC(=O)C1N2CC3=C(C2=O)C=CC=C3N. Synergy scores: CSS=23.8, Synergy_ZIP=-9.92, Synergy_Bliss=-3.71, Synergy_Loewe=-3.61, Synergy_HSA=-1.67. Cell line: MCF7. (2) Drug 1: CCC1=C2CN3C(=CC4=C(C3=O)COC(=O)C4(CC)O)C2=NC5=C1C=C(C=C5)O. Cell line: ACHN. Synergy scores: CSS=26.7, Synergy_ZIP=-0.378, Synergy_Bliss=-1.35, Synergy_Loewe=-26.3, Synergy_HSA=-0.511. Drug 2: C(CN)CNCCSP(=O)(O)O. (3) Drug 1: C1=CC=C(C=C1)NC(=O)CCCCCCC(=O)NO. Drug 2: C1C(C(OC1N2C=NC3=C2NC=NCC3O)CO)O. Cell line: OVCAR3. Synergy scores: CSS=-0.955, Synergy_ZIP=0.784, Synergy_Bliss=3.40, Synergy_Loewe=-5.76, Synergy_HSA=-0.623. (4) Drug 1: CCC1=C2CN3C(=CC4=C(C3=O)COC(=O)C4(CC)O)C2=NC5=C1C=C(C=C5)O. Drug 2: N.N.Cl[Pt+2]Cl. Cell line: NCI-H522. Synergy scores: CSS=82.2, Synergy_ZIP=-4.37, Synergy_Bliss=-0.550, Synergy_Loewe=2.05, Synergy_HSA=3.48.